Dataset: Tyrosyl-DNA phosphodiesterase HTS with 341,365 compounds. Task: Binary Classification. Given a drug SMILES string, predict its activity (active/inactive) in a high-throughput screening assay against a specified biological target. (1) The drug is O(C(C(=O)N1CCCC1)C)C(=O)c1c(C(=O)c2ccccc2)cccc1. The result is 0 (inactive). (2) The drug is Clc1c(NC(=O)Nc2ccc(NC(=O)CN3CCCC3)cc2)cccc1. The result is 0 (inactive). (3) The compound is Clc1c2[nH]ccc(=O)c2ccc1. The result is 0 (inactive). (4) The drug is o1c2c(c3CCCc3c1=O)ccc(OCC(=O)NCC(O)c1ccccc1)c2. The result is 0 (inactive). (5) The drug is Clc1cc(NC(=O)CN(S(=O)(=O)c2cc3n(c(=O)c(=O)n(c3cc2)C)C)C)ccc1. The result is 0 (inactive). (6) The drug is O=C(NC1CCCC1)C(N(Cc1occc1)C(=O)c1cc2OCOc2cc1)(CC)C. The result is 0 (inactive). (7) The compound is Fc1c(C(P(OCCCC)(=O)c2ccc(N(C)C)cc2)O)cccc1. The result is 0 (inactive). (8) The drug is S(=O)(=O)(N1CCOCC1)c1cc(NS(=O)(=O)c2ccc(cc2)C)ccc1F. The result is 0 (inactive). (9) The drug is O(c1c(C2N(c3cc4OCCOc4cc3)C(=O)c3c(N2)cccc3)cccc1)C(C)C. The result is 0 (inactive).